From a dataset of Forward reaction prediction with 1.9M reactions from USPTO patents (1976-2016). Predict the product of the given reaction. (1) The product is: [CH:4]([C:3]1[CH:6]=[CH:7][C:8]([O:10][CH3:11])=[CH:9][C:2]=1[O:1][CH2:13][C:14]([O:16][CH2:17][CH3:18])=[O:15])=[O:5]. Given the reactants [OH:1][C:2]1[CH:9]=[C:8]([O:10][CH3:11])[CH:7]=[CH:6][C:3]=1[CH:4]=[O:5].Br[CH2:13][C:14]([O:16][CH2:17][CH3:18])=[O:15].C([O-])([O-])=O.[K+].[K+], predict the reaction product. (2) Given the reactants [Cl:1][C:2]1[CH:7]=[CH:6][C:5]([S:8]([NH:11][C:12]2[CH:13]=[CH:14][C:15]([C:22]([F:25])([F:24])[F:23])=[C:16]3[C:21]=2[N:20]=[CH:19][CH:18]=[CH:17]3)(=[O:10])=[O:9])=[C:4]([N+:26]([O-])=O)[CH:3]=1.Cl[Sn]Cl, predict the reaction product. The product is: [NH2:26][C:4]1[CH:3]=[C:2]([Cl:1])[CH:7]=[CH:6][C:5]=1[S:8]([NH:11][C:12]1[CH:13]=[CH:14][C:15]([C:22]([F:24])([F:25])[F:23])=[C:16]2[C:21]=1[N:20]=[CH:19][CH:18]=[CH:17]2)(=[O:9])=[O:10]. (3) The product is: [CH3:1][CH:2]([CH3:6])[CH2:3][CH:4]=[CH:7][C:8](=[O:9])[CH3:10]. Given the reactants [CH3:1][CH:2]([CH3:6])[CH2:3][CH:4]=O.[CH3:7][C:8]([CH3:10])=[O:9], predict the reaction product. (4) Given the reactants [C:1]([C:5]1[CH:10]=[CH:9][C:8]([CH2:11][C:12]([N:14]([CH3:16])[CH3:15])=O)=[C:7]([O:17][CH3:18])[CH:6]=1)([CH3:4])([CH3:3])[CH3:2].[H-].[Al+3].[Li+].[H-].[H-].[H-].CCOC(C)=O.[OH-].[Na+], predict the reaction product. The product is: [C:1]([C:5]1[CH:10]=[CH:9][C:8]([CH2:11][CH2:12][N:14]([CH3:15])[CH3:16])=[C:7]([O:17][CH3:18])[CH:6]=1)([CH3:4])([CH3:2])[CH3:3]. (5) Given the reactants F[C:2]1[CH:7]=[C:6]([F:8])[CH:5]=[C:4]([O:9][CH3:10])[C:3]=1[N+:11]([O-:13])=[O:12].[Br:14][C:15]1[NH:16][CH:17]=[C:18]([CH3:20])[N:19]=1.C(=O)([O-])[O-].[K+].[K+], predict the reaction product. The product is: [Br:14][C:15]1[N:16]([C:2]2[CH:7]=[C:6]([F:8])[CH:5]=[C:4]([O:9][CH3:10])[C:3]=2[N+:11]([O-:13])=[O:12])[CH:17]=[C:18]([CH3:20])[N:19]=1.